From a dataset of Reaction yield outcomes from USPTO patents with 853,638 reactions. Predict the reaction yield, written as a fraction of the theoretical maximum amount of product (1.0 means a 100% yield; for example, 0.34 means a 34% yield). (1) The reactants are [CH2:1]1[CH2:6][C@H:5]([C:7]([OH:9])=[O:8])[CH2:4][CH2:3][C@H:2]1[CH2:10][NH2:11].[C:12]([O:20][CH:21]([O:23][C:24](ON1C(=O)CCC1=O)=[O:25])[CH3:22])(=[O:19])[C:13]1[CH:18]=[CH:17][CH:16]=[CH:15][CH:14]=1. The catalyst is CC(OC)(C)C.CC(C)=O.O. The product is [C:12]([O:20][CH:21]([O:23][C:24]([NH:11][CH2:10][C@H:2]1[CH2:3][CH2:4][C@H:5]([C:7]([OH:9])=[O:8])[CH2:6][CH2:1]1)=[O:25])[CH3:22])(=[O:19])[C:13]1[CH:18]=[CH:17][CH:16]=[CH:15][CH:14]=1. The yield is 0.180. (2) The reactants are [CH3:1][N:2]([S:28]([C:31]1[CH:36]=[CH:35][CH:34]=[CH:33][N:32]=1)(=[O:30])=[O:29])[C:3]1[CH:4]=[CH:5][CH:6]=[C:7]2[C:11]=1[NH:10][C:9]([C:12]1[S:13][CH:14]([CH2:17][N:18]3[CH:22]=[CH:21][N:20]=[C:19]3[C:23](OCC)=[O:24])[CH2:15][N:16]=1)=[CH:8]2.[BH4-].[Li+].C(=O)([O-])O.[Na+]. The catalyst is O1CCCC1.CO. The product is [OH:24][CH2:23][C:19]1[N:18]([CH2:17][CH:14]2[S:13][C:12]([C:9]3[NH:10][C:11]4[C:7]([CH:8]=3)=[CH:6][CH:5]=[CH:4][C:3]=4[N:2]([CH3:1])[S:28]([C:31]3[CH:36]=[CH:35][CH:34]=[CH:33][N:32]=3)(=[O:29])=[O:30])=[N:16][CH2:15]2)[CH:22]=[CH:21][N:20]=1. The yield is 0.190. (3) The reactants are [NH2:1][C:2]1[CH:7]=[CH:6][CH:5]=[CH:4][N:3]=1.Cl[C:9]([O:11][C:12]1[CH:17]=[CH:16][CH:15]=[CH:14][CH:13]=1)=[O:10].N1C=CC=CC=1. The catalyst is O1CCCC1.C(#N)C. The product is [N:3]1[CH:4]=[CH:5][CH:6]=[CH:7][C:2]=1[NH:1][C:9](=[O:10])[O:11][C:12]1[CH:17]=[CH:16][CH:15]=[CH:14][CH:13]=1. The yield is 0.780. (4) The reactants are [Br:1][C:2]1[CH:7]=[CH:6][C:5]([C@@H:8]([NH2:10])[CH3:9])=[CH:4][CH:3]=1.[C:11](O[C:11]([O:13][C:14]([CH3:17])([CH3:16])[CH3:15])=[O:12])([O:13][C:14]([CH3:17])([CH3:16])[CH3:15])=[O:12].C(N(CC)CC)C. The catalyst is ClCCl. The product is [Br:1][C:2]1[CH:7]=[CH:6][C:5]([C@@H:8]([NH:10][C:11](=[O:12])[O:13][C:14]([CH3:17])([CH3:16])[CH3:15])[CH3:9])=[CH:4][CH:3]=1. The yield is 0.980. (5) The reactants are Cl[C:2]1[N:11]=[C:10]([C:12]2[CH:17]=[CH:16][C:15]([CH:18]([CH3:20])[CH3:19])=[CH:14][CH:13]=2)[C:9]2[C:4](=[CH:5][C:6]([O:23][CH3:24])=[C:7]([O:21][CH3:22])[CH:8]=2)[N:3]=1.[F-:25].[K+]. The catalyst is CC(N(C)C)=O. The product is [F:25][C:2]1[N:11]=[C:10]([C:12]2[CH:17]=[CH:16][C:15]([CH:18]([CH3:20])[CH3:19])=[CH:14][CH:13]=2)[C:9]2[C:4](=[CH:5][C:6]([O:23][CH3:24])=[C:7]([O:21][CH3:22])[CH:8]=2)[N:3]=1. The yield is 0.330. (6) The reactants are CC1(C)C(C)(C)[O:5][B:4](/[CH:9]=[CH:10]/[CH2:11][CH2:12][C:13]([O:15]C)=[O:14])[O:3]1.[OH-].[K+]. The catalyst is CO. The product is [B:4](/[CH:9]=[CH:10]/[CH2:11][CH2:12][C:13]([OH:15])=[O:14])([OH:5])[OH:3]. The yield is 0.563. (7) The reactants are [N+:1]([C:4]1[C:14]([N+]([O-])=O)=[CH:13][C:12]2[CH:11]3[CH2:18][CH:7]([CH2:8][N:9]([C:19](=[O:24])[C:20]([F:23])([F:22])[F:21])[CH2:10]3)[C:6]=2[CH:5]=1)([O-:3])=[O:2].C([O-])(=[O:27])C.[K+]. The catalyst is CS(C)=O.O. The product is [F:21][C:20]([F:23])([F:22])[C:19]([N:9]1[CH2:10][CH:11]2[CH2:18][CH:7]([C:6]3[CH:5]=[C:4]([N+:1]([O-:3])=[O:2])[C:14]([OH:27])=[CH:13][C:12]=32)[CH2:8]1)=[O:24]. The yield is 0.700. (8) The reactants are [NH:1]1[C@H:14]2[C@H:5]([CH2:6][CH2:7][C:8]3[C:13]2=[N:12][CH:11]=[CH:10][CH:9]=3)[CH2:4][CH2:3][CH2:2]1.[C:15]1([C:21]([C:35]2[CH:40]=[CH:39][CH:38]=[CH:37][CH:36]=2)([C:29]2[CH:34]=[CH:33][CH:32]=[CH:31][CH:30]=2)[N:22]2[CH:26]=[C:25]([CH:27]=O)[N:24]=[CH:23]2)[CH:20]=[CH:19][CH:18]=[CH:17][CH:16]=1.C(O)(=O)C.C(O[BH-](OC(=O)C)OC(=O)C)(=O)C.[Na+]. The catalyst is ClCCCl.O. The product is [C:35]1([C:21]([C:15]2[CH:16]=[CH:17][CH:18]=[CH:19][CH:20]=2)([C:29]2[CH:30]=[CH:31][CH:32]=[CH:33][CH:34]=2)[N:22]2[CH:26]=[C:25]([CH2:27][N:12]3[C@H:13]4[C@H:8]([CH2:7][CH2:6][C:5]5[C:14]4=[N:1][CH:2]=[CH:3][CH:4]=5)[CH2:9][CH2:10][CH2:11]3)[N:24]=[CH:23]2)[CH:40]=[CH:39][CH:38]=[CH:37][CH:36]=1. The yield is 0.410.